This data is from HIV replication inhibition screening data with 41,000+ compounds from the AIDS Antiviral Screen. The task is: Binary Classification. Given a drug SMILES string, predict its activity (active/inactive) in a high-throughput screening assay against a specified biological target. (1) The molecule is Cc1c(CCC(=NNc2ccc([N+](=O)[O-])cc2[N+](=O)[O-])c2ccccc2)c2ccccc2n1C. The result is 0 (inactive). (2) The molecule is CN(C)CC1(C)Cc2ccsc2C1O. The result is 0 (inactive). (3) The drug is O=C(NCCN1CCCC1)c1cn2c(ccc3sc4ccccc4c(=O)c32)n1. The result is 0 (inactive). (4) The molecule is CC1(C)CC(=O)C2=C(C1)OC(N)=C(c1nc(-c3ccccc3)cs1)C2c1ccc(Br)cc1. The result is 0 (inactive). (5) The drug is C=CCc1c(O)c2c(c3oc(=O)cc(C)c13)CC(C)O2. The result is 0 (inactive). (6) The drug is CCC1C(C)C=CC(C)N1S(=O)(=O)c1ccc(C)cc1. The result is 0 (inactive).